From a dataset of Ames mutagenicity test results for genotoxicity prediction. Regression/Classification. Given a drug SMILES string, predict its toxicity properties. Task type varies by dataset: regression for continuous values (e.g., LD50, hERG inhibition percentage) or binary classification for toxic/non-toxic outcomes (e.g., AMES mutagenicity, cardiotoxicity, hepatotoxicity). Dataset: ames. (1) The drug is CC1=Cc2nc3c(ccc4ccccc43)c(C)c2C(O)C1O. The result is 1 (mutagenic). (2) The compound is COc1cc2c(cc1O)CC1c3c(cc(OC)c(O)c3-2)CC[N+]1(C)C. The result is 0 (non-mutagenic). (3) The molecule is c1ccncc1. The result is 0 (non-mutagenic). (4) The molecule is c1ccc2c(c1)ccc1c3ccccc3c([C@@H]3CO3)cc21. The result is 1 (mutagenic). (5) The compound is CCc1ccccc1. The result is 0 (non-mutagenic).